Dataset: Forward reaction prediction with 1.9M reactions from USPTO patents (1976-2016). Task: Predict the product of the given reaction. (1) Given the reactants [NH3:1].[CH2:2]([OH:9])[C:3]1[CH:8]=[CH:7][CH:6]=[CH:5][CH:4]=1, predict the reaction product. The product is: [CH2:2]([NH2:1])[C:3]1[CH:8]=[CH:7][CH:6]=[CH:5][CH:4]=1.[CH:2](=[N:1][CH2:2][C:3]1[CH:8]=[CH:7][CH:6]=[CH:5][CH:4]=1)[C:3]1[CH:8]=[CH:7][CH:6]=[CH:5][CH:4]=1.[CH2:2]([OH:9])[C:3]1[CH:8]=[CH:7][CH:6]=[CH:5][CH:4]=1. (2) Given the reactants Cl[C:2]1[N:6]([CH2:7][O:8][CH2:9][CH2:10][Si:11]([CH3:14])([CH3:13])[CH3:12])[C:5]2[CH:15]=[CH:16][CH:17]=[CH:18][C:4]=2[N:3]=1.[CH2:19]([N:21]1[C:29]2[C:24](=[N:25][CH:26]=[CH:27][CH:28]=2)[N:23]([C:30]2[CH:35]=[CH:34][C:33]([OH:36])=[CH:32][CH:31]=2)[C:22]1=[O:37])[CH3:20].[H-].[Na+], predict the reaction product. The product is: [CH2:19]([N:21]1[C:29]2[C:24](=[N:25][CH:26]=[CH:27][CH:28]=2)[N:23]([C:30]2[CH:31]=[CH:32][C:33]([O:36][C:2]3[N:6]([CH2:7][O:8][CH2:9][CH2:10][Si:11]([CH3:14])([CH3:13])[CH3:12])[C:5]4[CH:15]=[CH:16][CH:17]=[CH:18][C:4]=4[N:3]=3)=[CH:34][CH:35]=2)[C:22]1=[O:37])[CH3:20]. (3) The product is: [C:31]([OH:38])(=[O:37])/[CH:32]=[CH:33]/[C:34]([OH:36])=[O:35].[NH2:7][CH2:8][CH2:9][CH2:10][CH:11]([NH:16][C:17]1[CH:22]=[C:21]([C:23]([F:24])([F:25])[F:26])[CH:20]=[CH:19][C:18]=1[C:27]#[N:28])[CH2:12][CH:13]([CH3:15])[CH3:14]. Given the reactants CC(OC(=O)[NH:7][CH2:8][CH2:9][CH2:10][CH:11]([NH:16][C:17]1[CH:22]=[C:21]([C:23]([F:26])([F:25])[F:24])[CH:20]=[CH:19][C:18]=1[C:27]#[N:28])[CH2:12][CH:13]([CH3:15])[CH3:14])(C)C.Cl.[C:31]([OH:38])(=[O:37])/[CH:32]=[CH:33]/[C:34]([OH:36])=[O:35].C(O)C, predict the reaction product. (4) Given the reactants [N+:1]([C:4]1[CH:5]=[C:6]([N:16]2[CH2:21][CH2:20][O:19][CH2:18][CH2:17]2)[CH:7]=[CH:8][C:9]=1[N:10]1[CH2:15][CH2:14][CH2:13][CH2:12][CH2:11]1)([O-])=O.[C:22]([C:24]1[O:28][C:27]([C:29](O)=[O:30])=[CH:26][CH:25]=1)#[N:23].C(Cl)(=O)C(Cl)=O.CCN(C(C)C)C(C)C, predict the reaction product. The product is: [N:16]1([C:6]2[CH:7]=[CH:8][C:9]([N:10]3[CH2:15][CH2:14][CH2:13][CH2:12][CH2:11]3)=[C:4]([NH:1][C:29]([C:27]3[O:28][C:24]([C:22]#[N:23])=[CH:25][CH:26]=3)=[O:30])[CH:5]=2)[CH2:21][CH2:20][O:19][CH2:18][CH2:17]1. (5) Given the reactants Br[C:2]1[CH:3]=[C:4]([C:8]2[C:17]3[C:12](=[N:13][CH:14]=[CH:15][CH:16]=3)[N:11]=[C:10]([C:18]3[CH:23]=[C:22]([Cl:24])[CH:21]=[CH:20][C:19]=3[F:25])[CH:9]=2)[CH:5]=[N:6][CH:7]=1.[CH3:26][N:27]([CH3:45])[CH2:28][CH2:29][CH2:30][N:31]1[CH:35]=[C:34](B2OC(C)(C)C(C)(C)O2)[CH:33]=[N:32]1.O.O.O.P([O-])([O-])([O-])=O.[K+].[K+].[K+].C(N(CC)CC)C, predict the reaction product. The product is: [Cl:24][C:22]1[CH:21]=[CH:20][C:19]([F:25])=[C:18]([C:10]2[CH:9]=[C:8]([C:4]3[CH:3]=[C:2]([C:34]4[CH:33]=[N:32][N:31]([CH2:30][CH2:29][CH2:28][N:27]([CH3:26])[CH3:45])[CH:35]=4)[CH:7]=[N:6][CH:5]=3)[C:17]3[C:12](=[N:13][CH:14]=[CH:15][CH:16]=3)[N:11]=2)[CH:23]=1. (6) Given the reactants F[C:2]1[CH:7]=[CH:6][C:5]([Br:8])=[CH:4][N:3]=1.[CH3:9][N:10]1[CH2:15][CH2:14][NH:13][CH2:12][CH2:11]1, predict the reaction product. The product is: [Br:8][C:5]1[CH:6]=[CH:7][C:2]([N:13]2[CH2:14][CH2:15][N:10]([CH3:9])[CH2:11][CH2:12]2)=[N:3][CH:4]=1. (7) Given the reactants [CH2:1]([C@@H:8]1[CH2:12][O:11][C:10](=[O:13])[N:9]1[C:14](=[O:24])[C@@H:15]([CH:18]1[CH2:23][CH2:22][O:21][CH2:20][CH2:19]1)[CH2:16]O)[C:2]1[CH:7]=[CH:6][CH:5]=[CH:4][CH:3]=1.[I:25]I.N1C=CN=C1, predict the reaction product. The product is: [CH2:1]([C@@H:8]1[CH2:12][O:11][C:10](=[O:13])[N:9]1[C:14](=[O:24])[C@@H:15]([CH:18]1[CH2:23][CH2:22][O:21][CH2:20][CH2:19]1)[CH2:16][I:25])[C:2]1[CH:7]=[CH:6][CH:5]=[CH:4][CH:3]=1. (8) Given the reactants [CH3:1][C:2]1([CH3:11])[CH2:7][CH:6]([OH:8])[CH2:5][C:4]([CH3:10])([CH3:9])[NH:3]1.[OH:12]O.[Cl-].[Na+].CS(O)(=O)=O.[CH2:21]1[CH2:26][CH2:25][CH2:24][CH2:23][CH2:22]1, predict the reaction product. The product is: [CH:21]1([O:12][N:3]2[C:4]([CH3:10])([CH3:9])[CH2:5][CH:6]([OH:8])[CH2:7][C:2]2([CH3:11])[CH3:1])[CH2:26][CH2:25][CH2:24][CH2:23][CH2:22]1. (9) Given the reactants [C:1]([N:5]([CH2:13][CH2:14][CH2:15][CH2:16][C:17]#[C:18][C:19]1[S:23][CH:22]=[N:21][CH:20]=1)[C:6](=[O:12])[C:7]([O:9]CC)=[O:8])([CH3:4])([CH3:3])[CH3:2].[OH-].[K+].Cl, predict the reaction product. The product is: [C:1]([N:5]([CH2:13][CH2:14][CH2:15][CH2:16][C:17]#[C:18][C:19]1[S:23][CH:22]=[N:21][CH:20]=1)[C:6](=[O:12])[C:7]([OH:9])=[O:8])([CH3:4])([CH3:2])[CH3:3].